This data is from Catalyst prediction with 721,799 reactions and 888 catalyst types from USPTO. The task is: Predict which catalyst facilitates the given reaction. (1) Reactant: C(OC([N:8]([CH2:16][C:17]1[CH:18]=[N:19][CH:20]=[C:21]([Br:23])[CH:22]=1)C(OC(C)(C)C)=O)=O)(C)(C)C.FC(F)(F)C(O)=O.ClCCl. Product: [Br:23][C:21]1[CH:22]=[C:17]([CH2:16][NH2:8])[CH:18]=[N:19][CH:20]=1. The catalyst class is: 5. (2) Reactant: [CH3:1][S:2]([N:5]1[C:10]2[CH:11]=[C:12]([CH2:15][N:16]3[CH2:21][CH2:20][N:19](C(OC(C)(C)C)=O)[CH2:18][CH2:17]3)[CH:13]=[CH:14][C:9]=2[O:8][CH2:7][CH2:6]1)(=[O:4])=[O:3].FC(F)(F)C(O)=O. Product: [CH3:1][S:2]([N:5]1[C:10]2[CH:11]=[C:12]([CH2:15][N:16]3[CH2:17][CH2:18][NH:19][CH2:20][CH2:21]3)[CH:13]=[CH:14][C:9]=2[O:8][CH2:7][CH2:6]1)(=[O:4])=[O:3]. The catalyst class is: 4.